The task is: Binary Classification. Given a miRNA mature sequence and a target amino acid sequence, predict their likelihood of interaction.. This data is from Experimentally validated miRNA-target interactions with 360,000+ pairs, plus equal number of negative samples. (1) The miRNA is rno-miR-133b-3p with sequence UUUGGUCCCCUUCAACCAGCUA. The protein sequence of the target gene is MHQIYSCSDENIEVFTTVIPSKVSSSSRRRVKSSHHLLAKNVVIESDLYPPPRPLELLPQRCERRDTGDRRWLQTGRLQTARPPGAHPTKTPSRPVGISEPKTSNLCGNRAYGKSLIPPVARISVKAPAGAEVAAKGSEHGAVLGRGSRHLKKIAEEYPALPQGAEASLPLTGSTSCGVPGILRKMWTRHKKKSEYVGATNSAFEAD. Result: 0 (no interaction). (2) The miRNA is mmu-miR-142a-5p with sequence CAUAAAGUAGAAAGCACUACU. The protein sequence of the target gene is MRSEGAAPRRAARYGALSLVLATLLGQVTESRGVMDNIQRFSSLPPYLPVSFHVLRAETAFFLKEANPDPLRNASLQSRVESFFIYKAQQPPVLNVSYGPYSAEKVIPLDLMLNPNFLGPTSKFPFDWRLKAYILQEKVYLSHPKVQVLFHIVGRDWDDHRDEKLPCLRVFAFRDSREVRGSCRLGGPLGLCVAQLEMLPGWFSPPAVVSGRRRPAERPEGSPVELYYAVQPGDERGDCTGGDTRKDNAIRPGKDGQEGRTSHLQKIGTISLYRAQDSNQLSELRLDGNVVIWLPSQPVK.... Result: 0 (no interaction). (3) The miRNA is hsa-miR-6888-5p with sequence AAGGAGAUGCUCAGGCAGAU. The protein sequence of the target gene is MENAGGAEGTESGAAACAATDGPTRRAGADSGYAGFWRPWVDAGGKKEEETPNHAAEAMPDGPGMTAASGKLYQFRHPVRLFWPKSKCYDYLYQEAEALLKNFPIQATISFYEDSDSEDEIEDLTCEN. Result: 0 (no interaction). (4) The miRNA is cel-miR-34-5p with sequence AGGCAGUGUGGUUAGCUGGUUG. The protein sequence of the target gene is MPSEQKQLFCDEKQTTLKKDYDVKNEIVDRSAPKPKISGSIHYALKNVKIDLPKINIPNEVLLKHEVDKYRKLFQSKQQTARKSISIKTVSCVEECTLLHKSERAEEEGVKMSAKILNFSCLKCRDNTRYSPNDLQKHFQMWHHGELPSYPCEMCNFSANDFQVFKQHRRTHRSTLVKCDICNNESVYTLLNLTKHFTSTHCVNGNFQCEKCKFSTQDVGTFVQHIHRHNEIHYKCGKCHHVCFTKGELQKHLHIHSGTFPFTCQYCSYGATRREHLVRHVITLHKEHLYAKEKLEKDKY.... Result: 0 (no interaction). (5) The miRNA is hsa-miR-3173-5p with sequence UGCCCUGCCUGUUUUCUCCUUU. The protein sequence of the target gene is MPPPSPDSENGFYPGLPSSMNPAFFPSFSPVSPHGCTGLSVPTSGGGGGGFGGPFSATAVPPPPPPAMNIPQQQPPPPAAPQQPQSRRSPVSPQLQQQHQAAAAAFLQQRNSYNHHQPLLKQSPWSNHQSSGWGTGSMSWGAMHGRDHRRTGNMGIPGTMNQISPLKKPFSGNVIAPPKFTRSTPSLTPKSWIEDNVFRTDNNSNTLLPLQVRSSLQLPAWGSDSLQDSWCTAAGTSRIDQDRSRMYDSLNMHSLENSLIDIMRAEHDPLKGRLSYPHPGTDNLLMLNGRSSLFPIDDGL.... Result: 0 (no interaction). (6) The miRNA is rno-miR-140-3p with sequence UACCACAGGGUAGAACCACGG. The protein sequence of the target gene is MVAYWRQAGLSYIRYSQICAKAVRDALKTEFKANAEKTSGSNVKIVKVKKE. Result: 0 (no interaction). (7) The miRNA is hsa-miR-4671-3p with sequence UUAGUGCAUAGUCUUUGGUCU. The protein sequence of the target gene is MAELCPLAEELSCSICLEPFKEPVTTPCGHNFCGSCLNETWAVQGSPYLCPQCRAVYQARPQLHKNTVLCNVVEQFLQADLAREPPADVWTPPARASAPSPNAQVACDHCLKEAAVKTCLVCMASFCQEHLQPHFDSPAFQDHPLQPPVRDLLRRKCSQHNRLREFFCPEHSECICHICLVEHKTCSPASLSQASADLEATLRHKLTVMYSQINGASRALDDVRNRQQDVRMTANRKVEQLQQEYTEMKALLDASETTSTRKIKEEEKRVNSKFDTIYQILLKKKSEIQTLKEEIEQSLT.... Result: 0 (no interaction).